This data is from Peptide-MHC class I binding affinity with 185,985 pairs from IEDB/IMGT. The task is: Regression. Given a peptide amino acid sequence and an MHC pseudo amino acid sequence, predict their binding affinity value. This is MHC class I binding data. (1) The peptide sequence is FLPSDFFPSV. The MHC is HLA-A02:05 with pseudo-sequence HLA-A02:05. The binding affinity (normalized) is 0.919. (2) The peptide sequence is RSNNKFTLK. The MHC is HLA-B08:01 with pseudo-sequence HLA-B08:01. The binding affinity (normalized) is 0.0847. (3) The peptide sequence is TPVEHGLVL. The MHC is HLA-B08:01 with pseudo-sequence HLA-B08:01. The binding affinity (normalized) is 0.0847.